The task is: Predict which catalyst facilitates the given reaction.. This data is from Catalyst prediction with 721,799 reactions and 888 catalyst types from USPTO. (1) Reactant: Br[C:2]1[CH:3]=[CH:4][C:5]([C:8]#[N:9])=[N:6][CH:7]=1.[CH3:10][N:11]1[CH:15]=[C:14](B2OC(C)(C)C(C)(C)O2)[CH:13]=[N:12]1.C(=O)([O-])[O-].[Na+].[Na+].O. Product: [CH3:10][N:11]1[CH:15]=[C:14]([C:2]2[CH:3]=[CH:4][C:5]([C:8]#[N:9])=[N:6][CH:7]=2)[CH:13]=[N:12]1. The catalyst class is: 77. (2) Reactant: [Br:1][C:2]1[CH:7]=[C:6]([CH3:8])[C:5]([OH:9])=[C:4]([CH3:10])[CH:3]=1.Br[CH2:12][C:13]([O:15][CH3:16])=[O:14].C(=O)([O-])[O-].[Cs+].[Cs+].C(=O)([O-])O.[Na+]. Product: [Br:1][C:2]1[CH:7]=[C:6]([CH3:8])[C:5]([O:9][CH2:12][C:13]([O:15][CH3:16])=[O:14])=[C:4]([CH3:10])[CH:3]=1. The catalyst class is: 10. (3) Reactant: [CH2:1]([O:8][C:9]([N:11]1[CH2:16][CH2:15][C:14](=[O:17])[CH2:13][CH2:12]1)=[O:10])[C:2]1[CH:7]=[CH:6][CH:5]=[CH:4][CH:3]=1.C[Si](Cl)(C)C.[N:23](OCCC(C)C)=[O:24]. Product: [CH2:1]([O:8][C:9]([N:11]1[CH2:16][CH2:15][C:14](=[O:17])[C:13](=[N:23][OH:24])[CH2:12]1)=[O:10])[C:2]1[CH:7]=[CH:6][CH:5]=[CH:4][CH:3]=1. The catalyst class is: 4. (4) Product: [C:1]([O:5][C:6]([N:8]1[C:16]2[C:11](=[CH:12][CH:13]=[CH:14][CH:15]=2)[C:10]([CH2:17][O:18][C:28](=[O:34])[CH2:29][CH2:30][C:31]([OH:33])=[O:32])=[CH:9]1)=[O:7])([CH3:4])([CH3:2])[CH3:3]. The catalyst class is: 531. Reactant: [C:1]([O:5][C:6]([N:8]1[C:16]2[C:11](=[CH:12][CH:13]=[CH:14][CH:15]=2)[C:10]([CH2:17][OH:18])=[CH:9]1)=[O:7])([CH3:4])([CH3:3])[CH3:2].CC1C=CN=C(N)C=1C.[C:28]1(=[O:34])[O:33][C:31](=[O:32])[CH2:30][CH2:29]1.C(=O)(O)[O-].[Na+].